This data is from Retrosynthesis with 50K atom-mapped reactions and 10 reaction types from USPTO. The task is: Predict the reactants needed to synthesize the given product. (1) The reactants are: CCOC(=O)C(OCC)[P+](c1ccccc1)(c1ccccc1)c1ccccc1.COc1cc(C=O)ccc1OCc1ccccc1. Given the product CCOC(=O)C(=Cc1ccc(OCc2ccccc2)c(OC)c1)OCC, predict the reactants needed to synthesize it. (2) Given the product O=C(NC(c1ccccc1)c1cc2ccncc2[nH]1)c1ccccc1, predict the reactants needed to synthesize it. The reactants are: NC(c1ccccc1)c1cc2ccncc2[nH]1.O=C(O)c1ccccc1. (3) Given the product COc1ccccc1CN1C(=O)N(c2cnn(Cc3c(C)noc3C)c2)C(=O)C1(C)C, predict the reactants needed to synthesize it. The reactants are: COc1ccccc1CBr.Cc1noc(C)c1Cn1cc(N2C(=O)NC(C)(C)C2=O)cn1. (4) The reactants are: Nc1ccon1.O=C(Br)CBr. Given the product O=C(CBr)Nc1ccon1, predict the reactants needed to synthesize it. (5) Given the product OCc1cc2ncnc(Cl)c2s1, predict the reactants needed to synthesize it. The reactants are: O=Cc1cc2ncnc(Cl)c2s1. (6) Given the product OCCCNc1nc2cc(C(F)(F)F)c(CNc3ccccn3)cc2n2ccnc12, predict the reactants needed to synthesize it. The reactants are: Nc1ccccn1.O=Cc1cc2c(cc1C(F)(F)F)nc(NCCCO)c1nccn12.